This data is from Aqueous solubility values for 9,982 compounds from the AqSolDB database. The task is: Regression/Classification. Given a drug SMILES string, predict its absorption, distribution, metabolism, or excretion properties. Task type varies by dataset: regression for continuous measurements (e.g., permeability, clearance, half-life) or binary classification for categorical outcomes (e.g., BBB penetration, CYP inhibition). For this dataset (solubility_aqsoldb), we predict Y. The drug is CNCCCC12CCC(c3ccccc31)c1ccccc12. The Y is -4.69 log mol/L.